This data is from Peptide-MHC class II binding affinity with 134,281 pairs from IEDB. The task is: Regression. Given a peptide amino acid sequence and an MHC pseudo amino acid sequence, predict their binding affinity value. This is MHC class II binding data. (1) The peptide sequence is EDNLGFLMHAPAFETAGTYLRLVKINDWTEITQF. The MHC is DRB1_1301 with pseudo-sequence DRB1_1301. The binding affinity (normalized) is 0. (2) The peptide sequence is LEAAVKQAYAATVAT. The MHC is HLA-DPA10201-DPB11401 with pseudo-sequence HLA-DPA10201-DPB11401. The binding affinity (normalized) is 0.388. (3) The peptide sequence is DGGGFYADDTAGWDT. The binding affinity (normalized) is 0.305. The MHC is HLA-DQA10102-DQB10501 with pseudo-sequence HLA-DQA10102-DQB10501. (4) The peptide sequence is DDLMIRVIAQGPTAT. The MHC is DRB1_0802 with pseudo-sequence DRB1_0802. The binding affinity (normalized) is 0.524. (5) The peptide sequence is RIEEVTRMAMTDTTP. The MHC is HLA-DQA10501-DQB10303 with pseudo-sequence HLA-DQA10501-DQB10303. The binding affinity (normalized) is 0.444.